This data is from Peptide-MHC class II binding affinity with 134,281 pairs from IEDB. The task is: Regression. Given a peptide amino acid sequence and an MHC pseudo amino acid sequence, predict their binding affinity value. This is MHC class II binding data. (1) The peptide sequence is SLGVGADQGCAINFG. The MHC is DRB1_0701 with pseudo-sequence DRB1_0701. The binding affinity (normalized) is 0.322. (2) The peptide sequence is GELQIVSKIDAAFKI. The MHC is DRB3_0101 with pseudo-sequence DRB3_0101. The binding affinity (normalized) is 0.568.